This data is from Reaction yield outcomes from USPTO patents with 853,638 reactions. The task is: Predict the reaction yield, written as a fraction of the theoretical maximum amount of product (1.0 means a 100% yield; for example, 0.34 means a 34% yield). (1) The reactants are [CH3:1][C:2]1[CH:3]=[C:4]([CH:7]=[CH:8][C:9]=1[OH:10])[CH:5]=O.C(O)(=O)[CH2:12][C:13]([OH:15])=[O:14].N1CCCCC1.Cl. The product is [CH3:1][C:2]1[CH:3]=[C:4]([CH:7]=[CH:8][C:9]=1[OH:10])[CH:5]=[CH:12][C:13]([OH:15])=[O:14]. The catalyst is O.N1C=CC=CC=1. The yield is 0.840. (2) The reactants are [C:9](O[C:9]([O:11][C:12]([CH3:15])([CH3:14])[CH3:13])=[O:10])([O:11][C:12]([CH3:15])([CH3:14])[CH3:13])=[O:10].I.[NH2:17][C:18]1[C:19]([C:26]([NH:28][C:29](=[NH:32])[S:30][CH3:31])=[O:27])=[N:20][C:21]([Cl:25])=[C:22]([NH2:24])[N:23]=1. The catalyst is CN(C)C1C=CN=CC=1.C1COCC1.C(N(CC)CC)C. The product is [C:12]([O:11][C:9]([NH:32][C:29](=[N:28][C:26]([C:19]1[C:18]([NH2:17])=[N:23][C:22]([NH2:24])=[C:21]([Cl:25])[N:20]=1)=[O:27])[S:30][CH3:31])=[O:10])([CH3:13])([CH3:14])[CH3:15]. The yield is 0.320. (3) The reactants are [CH2:1]([O:3][C:4](=[O:18])[C:5]1[CH:10]=[C:9]([N+:11]([O-:13])=[O:12])[CH:8]=[C:7]([N+:14]([O-:16])=[O:15])[C:6]=1[CH3:17])[CH3:2].CO[CH:21]([N:24]([CH3:26])[CH3:25])OC. The catalyst is CN(C=O)C. The product is [CH2:1]([O:3][C:4](=[O:18])[C:5]1[CH:10]=[C:9]([N+:11]([O-:13])=[O:12])[CH:8]=[C:7]([N+:14]([O-:16])=[O:15])[C:6]=1[CH:17]=[CH:21][N:24]([CH3:26])[CH3:25])[CH3:2]. The yield is 0.480. (4) The reactants are [Br:1][C:2]1[CH:3]=[C:4]([N:9]2[CH:13]=[CH:12][CH:11]=[CH:10]2)[C:5]([NH2:8])=[N:6][CH:7]=1.Cl[C:15](Cl)([O:17]C(=O)OC(Cl)(Cl)Cl)Cl. The catalyst is C1(C)C=CC=CC=1. The product is [Br:1][C:2]1[CH:7]=[N:6][C:5]2[NH:8][C:15](=[O:17])[C:13]3[N:9]([CH:10]=[CH:11][CH:12]=3)[C:4]=2[CH:3]=1. The yield is 0.800. (5) The reactants are CO[C:3](=[O:38])[CH2:4][NH:5][C:6](=[O:37])[C:7]1[CH:12]=[C:11]([Cl:13])[C:10]([O:14][C:15]2[CH:20]=[CH:19][N:18]=[CH:17][C:16]=2[C:21]([N:23]2[C:32]3[C:27](=[CH:28][CH:29]=[CH:30][CH:31]=3)[N:26]([CH:33]3[CH2:35][CH2:34]3)[CH2:25][CH2:24]2)=[O:22])=[CH:9][C:8]=1[Cl:36].[OH:39][CH2:40][CH2:41]NCCO. No catalyst specified. The product is [Cl:36][C:8]1[CH:9]=[C:10]([O:14][C:15]2[CH:20]=[CH:19][N:18]=[CH:17][C:16]=2[C:21]([N:23]2[C:32]3[C:27](=[CH:28][CH:29]=[CH:30][CH:31]=3)[N:26]([CH:33]3[CH2:34][CH2:35]3)[CH2:25][CH2:24]2)=[O:22])[C:11]([Cl:13])=[CH:12][C:7]=1[C:6]([N:5]([CH2:41][CH2:40][OH:39])[CH2:4][CH2:3][OH:38])=[O:37]. The yield is 0.710.